From a dataset of Forward reaction prediction with 1.9M reactions from USPTO patents (1976-2016). Predict the product of the given reaction. (1) Given the reactants C(=O)(OCC)O[CH2:3]/[C:4](/[CH3:14])=[CH:5]/[C:6]1[CH:11]=[CH:10][CH:9]=[C:8]([C:12]#[N:13])[CH:7]=1.[C:19]([O:23][C:24]([N:26]1[CH2:31][CH2:30][CH:29]([O:32][C:33]2[CH:38]=[CH:37][C:36]([NH:39][S:40]([CH2:43][CH3:44])(=[O:42])=[O:41])=[CH:35][CH:34]=2)[CH2:28][CH2:27]1)=[O:25])([CH3:22])([CH3:21])[CH3:20].C1(P(C2C=CC=CC=2)C2C=CC=CC=2)C=CC=CC=1, predict the reaction product. The product is: [C:19]([O:23][C:24]([N:26]1[CH2:31][CH2:30][CH:29]([O:32][C:33]2[CH:34]=[CH:35][C:36]([N:39]([CH2:3]/[C:4](/[CH3:14])=[CH:5]/[C:6]3[CH:11]=[CH:10][CH:9]=[C:8]([C:12]#[N:13])[CH:7]=3)[S:40]([CH2:43][CH3:44])(=[O:42])=[O:41])=[CH:37][CH:38]=2)[CH2:28][CH2:27]1)=[O:25])([CH3:22])([CH3:21])[CH3:20]. (2) The product is: [CH3:25][O:24][C:20]1[CH:19]=[C:18]2[C:23](=[CH:22][CH:21]=1)[C:14]([O:13][C:10]1[CH:9]=[CH:8][C:7]([CH:6]=[CH:5][C:4]([OH:32])=[O:3])=[CH:12][CH:11]=1)=[C:15]([C:27]1[CH:31]=[CH:30][S:29][CH:28]=1)[C:16]([CH3:26])=[CH:17]2. Given the reactants C([O:3][C:4](=[O:32])[CH:5]=[CH:6][C:7]1[CH:12]=[CH:11][C:10]([O:13][C:14]2[C:23]3[C:18](=[CH:19][C:20]([O:24][CH3:25])=[CH:21][CH:22]=3)[CH:17]=[C:16]([CH3:26])[C:15]=2[C:27]2[CH:31]=[CH:30][S:29][CH:28]=2)=[CH:9][CH:8]=1)C.[OH-].[Na+].CCO, predict the reaction product.